This data is from Full USPTO retrosynthesis dataset with 1.9M reactions from patents (1976-2016). The task is: Predict the reactants needed to synthesize the given product. (1) Given the product [CH2:26]([CH:30]1[CH2:35][CH2:34][N:33]([CH2:16][CH2:17][CH2:18][N:8]2[C:9]3[C:4](=[CH:3][C:2]([F:1])=[CH:11][CH:10]=3)[CH:5]=[CH:6][C:7]2=[O:12])[CH2:32][CH2:31]1)[CH2:27][CH2:28][CH3:29], predict the reactants needed to synthesize it. The reactants are: [F:1][C:2]1[CH:3]=[C:4]2[C:9](=[CH:10][CH:11]=1)[NH:8][C:7](=[O:12])[CH:6]=[CH:5]2.[H-].[Na+].Br[CH2:16][CH2:17][CH2:18]Cl.C([O-])([O-])=O.[K+].[K+].[CH2:26]([CH:30]1[CH2:35][CH2:34][NH:33][CH2:32][CH2:31]1)[CH2:27][CH2:28][CH3:29]. (2) Given the product [O:1]([C:8]1[CH:18]=[CH:17][C:11]2[CH:12]=[C:13]([CH2:15][N:23]3[C:19](=[O:29])[C:20]4[C:21](=[CH:25][CH:26]=[CH:27][CH:28]=4)[C:22]3=[O:24])[O:14][C:10]=2[CH:9]=1)[C:2]1[CH:3]=[CH:4][CH:5]=[CH:6][CH:7]=1, predict the reactants needed to synthesize it. The reactants are: [O:1]([C:8]1[CH:18]=[CH:17][C:11]2[CH:12]=[C:13]([CH2:15]O)[O:14][C:10]=2[CH:9]=1)[C:2]1[CH:7]=[CH:6][CH:5]=[CH:4][CH:3]=1.[C:19]1(=[O:29])[NH:23][C:22](=[O:24])[C:21]2=[CH:25][CH:26]=[CH:27][CH:28]=[C:20]12.C1(P(C2C=CC=CC=2)C2C=CC=CC=2)C=CC=CC=1.CCOC(/N=N/C(OCC)=O)=O. (3) The reactants are: Br[C:2]1[CH:3]=[N:4][N:5]([CH:8]2[CH2:13][CH2:12][O:11][CH2:10][CH2:9]2)[C:6]=1[CH3:7].C(N1C=C([B:23]2[O:27][C:26]([CH3:29])([CH3:28])[C:25]([CH3:31])([CH3:30])[O:24]2)C=N1)(C)(C)C. Given the product [CH3:7][C:6]1[N:5]([CH:8]2[CH2:13][CH2:12][O:11][CH2:10][CH2:9]2)[N:4]=[CH:3][C:2]=1[B:23]1[O:27][C:26]([CH3:29])([CH3:28])[C:25]([CH3:31])([CH3:30])[O:24]1, predict the reactants needed to synthesize it.